This data is from Peptide-MHC class I binding affinity with 185,985 pairs from IEDB/IMGT. The task is: Regression. Given a peptide amino acid sequence and an MHC pseudo amino acid sequence, predict their binding affinity value. This is MHC class I binding data. (1) The binding affinity (normalized) is 0.0847. The MHC is HLA-E01:01 with pseudo-sequence HLA-E01:03. The peptide sequence is YARRYFYPL. (2) The peptide sequence is TERQANFL. The MHC is HLA-A30:02 with pseudo-sequence HLA-A30:02. The binding affinity (normalized) is 0. (3) The peptide sequence is KQYGDIDLL. The binding affinity (normalized) is 0.891. The MHC is HLA-A02:02 with pseudo-sequence HLA-A02:02. (4) The peptide sequence is IEVKFHPIL. The MHC is HLA-A02:03 with pseudo-sequence HLA-A02:03. The binding affinity (normalized) is 0.0847. (5) The peptide sequence is FTSSFYNYV. The MHC is HLA-C04:01 with pseudo-sequence HLA-C04:01. The binding affinity (normalized) is 0.0847. (6) The binding affinity (normalized) is 0.525. The MHC is HLA-B58:01 with pseudo-sequence HLA-B58:01. The peptide sequence is STIVWSSRY. (7) The MHC is HLA-B15:01 with pseudo-sequence HLA-B15:01. The binding affinity (normalized) is 0.0847. The peptide sequence is ALRANSAVK. (8) The peptide sequence is FELLHFISS. The MHC is HLA-B15:17 with pseudo-sequence HLA-B15:17. The binding affinity (normalized) is 0.0847.